This data is from Forward reaction prediction with 1.9M reactions from USPTO patents (1976-2016). The task is: Predict the product of the given reaction. (1) Given the reactants [Cl:1][C:2]1[C:7]([NH:8][NH2:9])=[N:6][CH:5]=[CH:4][N:3]=1.CO[C:12](OC)(OC)[C:13]1[CH:18]=[CH:17][CH:16]=[CH:15][CH:14]=1, predict the reaction product. The product is: [Cl:1][C:2]1[C:7]2[N:6]([C:12]([C:13]3[CH:18]=[CH:17][CH:16]=[CH:15][CH:14]=3)=[N:9][N:8]=2)[CH:5]=[CH:4][N:3]=1. (2) Given the reactants [CH3:1][NH:2][C:3]([C:5]1[C:9]2[CH:10]=[C:11](Br)[C:12]([N:14]([S:16]([CH3:19])(=[O:18])=[O:17])[CH3:15])=[CH:13][C:8]=2[O:7][C:6]=1[C:21]1[CH:26]=[CH:25][C:24]([F:27])=[CH:23][CH:22]=1)=[O:4].[B:28]1([B:28]2[O:32][C:31]([CH3:34])([CH3:33])[C:30]([CH3:36])([CH3:35])[O:29]2)[O:32][C:31]([CH3:34])([CH3:33])[C:30]([CH3:36])([CH3:35])[O:29]1.CC([O-])=O.[K+], predict the reaction product. The product is: [F:27][C:24]1[CH:25]=[CH:26][C:21]([C:6]2[O:7][C:8]3[CH:13]=[C:12]([N:14]([CH3:15])[S:16]([CH3:19])(=[O:18])=[O:17])[C:11]([B:28]4[O:32][C:31]([CH3:34])([CH3:33])[C:30]([CH3:36])([CH3:35])[O:29]4)=[CH:10][C:9]=3[C:5]=2[C:3]([NH:2][CH3:1])=[O:4])=[CH:22][CH:23]=1. (3) Given the reactants [NH2:1][C:2]1[N:3]([CH3:26])[C:4](=[O:25])[C:5]([C:17]2[CH:18]=[C:19]([CH:22]=[CH:23][CH:24]=2)[CH:20]=O)([C:7]2[CH:12]=[CH:11][C:10]([O:13][CH:14]([F:16])[F:15])=[CH:9][CH:8]=2)[N:6]=1.[CH2:27]([NH2:29])[CH3:28].[BH4-].[Na+].[OH-].[Na+], predict the reaction product. The product is: [NH2:1][C:2]1[N:3]([CH3:26])[C:4](=[O:25])[C:5]([C:7]2[CH:8]=[CH:9][C:10]([O:13][CH:14]([F:15])[F:16])=[CH:11][CH:12]=2)([C:17]2[CH:24]=[CH:23][CH:22]=[C:19]([CH2:20][NH:29][CH2:27][CH3:28])[CH:18]=2)[N:6]=1. (4) Given the reactants Cl[C:2]1[C:11]2[C:6](=[CH:7][CH:8]=[CH:9][CH:10]=2)[CH:5]=[C:4]([NH:12][C:13]2[CH:17]=[CH:16][NH:15][N:14]=2)[N:3]=1.[F:18][C:19]([F:30])([F:29])[C:20]1[CH:25]=[CH:24][C:23](B(O)O)=[CH:22][CH:21]=1, predict the reaction product. The product is: [NH:15]1[CH:16]=[CH:17][C:13]([NH:12][C:4]2[N:3]=[C:2]([C:23]3[CH:24]=[CH:25][C:20]([C:19]([F:30])([F:29])[F:18])=[CH:21][CH:22]=3)[C:11]3[C:6]([CH:5]=2)=[CH:7][CH:8]=[CH:9][CH:10]=3)=[N:14]1. (5) Given the reactants [CH3:1][O:2][C:3]([C@@H:5]1[CH2:10][CH2:9][CH2:8][C@H:7]([C:11]([OH:13])=O)[CH2:6]1)=[O:4].ClC(N(C)C)=C(C)C.[Cl:22][C:23]1[C:24]([C:30]2[CH:31]=[CH:32][C:33]3[N:37]=[CH:36][N:35]([CH2:38][CH:39]4[CH2:44][CH2:43][O:42][CH2:41][CH2:40]4)[C:34]=3[CH:45]=2)=[CH:25][C:26]([NH2:29])=[N:27][CH:28]=1.N1C=CC=CC=1, predict the reaction product. The product is: [Cl:22][C:23]1[C:24]([C:30]2[CH:31]=[CH:32][C:33]3[N:37]=[CH:36][N:35]([CH2:38][CH:39]4[CH2:44][CH2:43][O:42][CH2:41][CH2:40]4)[C:34]=3[CH:45]=2)=[CH:25][C:26]([NH:29][C:11]([C@@H:7]2[CH2:8][CH2:9][CH2:10][C@H:5]([C:3]([O:2][CH3:1])=[O:4])[CH2:6]2)=[O:13])=[N:27][CH:28]=1.